This data is from Reaction yield outcomes from USPTO patents with 853,638 reactions. The task is: Predict the reaction yield, written as a fraction of the theoretical maximum amount of product (1.0 means a 100% yield; for example, 0.34 means a 34% yield). The reactants are C([O:3][C:4]([C:6]1[C:14]2[C:9](=[CH:10][CH:11]=[CH:12][CH:13]=2)[N:8]([C:15]2[CH:16]=[N:17][CH:18]=[C:19]([C@@H:21]3[CH2:25][CH2:24][CH2:23][N:22]3[C:26](=[O:45])[C@@H:27]([NH:31][C:32](=[O:44])[C@@H:33]([N:35]([C:37]([O:39][C:40]([CH3:43])([CH3:42])[CH3:41])=[O:38])[CH3:36])[CH3:34])[CH:28]([CH3:30])[CH3:29])[CH:20]=2)[CH:7]=1)=[O:5])C.[Li+].[OH-]. The catalyst is C1COCC1.CO.O. The product is [C:40]([O:39][C:37]([N:35]([CH3:36])[C@@H:33]([CH3:34])[C:32]([NH:31][C@@H:27]([CH:28]([CH3:29])[CH3:30])[C:26]([N:22]1[CH2:23][CH2:24][CH2:25][C@H:21]1[C:19]1[CH:20]=[C:15]([N:8]2[C:9]3[C:14](=[CH:13][CH:12]=[CH:11][CH:10]=3)[C:6]([C:4]([OH:5])=[O:3])=[CH:7]2)[CH:16]=[N:17][CH:18]=1)=[O:45])=[O:44])=[O:38])([CH3:43])([CH3:42])[CH3:41]. The yield is 0.700.